From a dataset of Catalyst prediction with 721,799 reactions and 888 catalyst types from USPTO. Predict which catalyst facilitates the given reaction. (1) Reactant: [CH3:1][NH:2][CH2:3][CH2:4][NH2:5].[C:6](N1C(=O)CCC1=O)([O:8][CH2:9][C:10]1[CH:15]=[CH:14][CH:13]=[CH:12][CH:11]=1)=[O:7].O.C(Cl)(Cl)Cl. Product: [CH3:1][NH:2][CH2:3][CH2:4][NH:5][C:6](=[O:7])[O:8][CH2:9][C:10]1[CH:15]=[CH:14][CH:13]=[CH:12][CH:11]=1. The catalyst class is: 12. (2) The catalyst class is: 17. Reactant: [OH:1][C:2]1[CH:3]=[C:4]2[C:9](=[CH:10][CH:11]=1)[C:8](=[O:12])[CH2:7][CH2:6][C:5]2([CH3:14])[CH3:13].[F:15][C:16]([F:29])([F:28])[S:17](O[S:17]([C:16]([F:29])([F:28])[F:15])(=[O:19])=[O:18])(=[O:19])=[O:18]. Product: [F:15][C:16]([F:29])([F:28])[S:17]([O:1][C:2]1[CH:11]=[CH:10][C:9]2[C:8](=[O:12])[CH2:7][CH2:6][C:5]([CH3:14])([CH3:13])[C:4]=2[CH:3]=1)(=[O:19])=[O:18].